This data is from Full USPTO retrosynthesis dataset with 1.9M reactions from patents (1976-2016). The task is: Predict the reactants needed to synthesize the given product. (1) Given the product [NH:15]1[C:16]2[C:12](=[CH:11][C:10]([C:8]3[S:9][C:5]([NH:23][CH3:22])=[N:6][N:7]=3)=[CH:18][CH:17]=2)[CH:13]=[CH:14]1, predict the reactants needed to synthesize it. The reactants are: CS([C:5]1[S:9][C:8]([C:10]2[CH:11]=[C:12]3[C:16](=[CH:17][CH:18]=2)[N:15](C([O-])=O)[CH:14]=[CH:13]3)=[N:7][N:6]=1)(=O)=O.[CH3:22][NH2:23].CCOC(C)=O. (2) Given the product [N+:1]([C:4]1[CH:5]=[CH:6][C:7]([CH2:10][C:11]2[O:12][CH:15]=[N:14][N:13]=2)=[CH:8][CH:9]=1)([O-:3])=[O:2], predict the reactants needed to synthesize it. The reactants are: [N+:1]([C:4]1[CH:9]=[CH:8][C:7]([CH2:10][C:11]([NH:13][NH2:14])=[O:12])=[CH:6][CH:5]=1)([O-:3])=[O:2].[CH:15](OCC)(OCC)OCC.CS(O)(=O)=O.O1CCCC1.